From a dataset of Peptide-MHC class II binding affinity with 134,281 pairs from IEDB. Regression. Given a peptide amino acid sequence and an MHC pseudo amino acid sequence, predict their binding affinity value. This is MHC class II binding data. (1) The peptide sequence is AAATAGQTVYGAFAA. The binding affinity (normalized) is 0.129. The MHC is HLA-DPA10103-DPB10401 with pseudo-sequence HLA-DPA10103-DPB10401. (2) The peptide sequence is NPYENILYKICLSGD. The MHC is DRB1_0101 with pseudo-sequence DRB1_0101. The binding affinity (normalized) is 0.821. (3) The peptide sequence is MTETLLVQNANPDCKSIL. The MHC is HLA-DQA10401-DQB10402 with pseudo-sequence HLA-DQA10401-DQB10402. The binding affinity (normalized) is 0.0836.